From a dataset of Full USPTO retrosynthesis dataset with 1.9M reactions from patents (1976-2016). Predict the reactants needed to synthesize the given product. (1) Given the product [Cl:21][CH2:22][CH2:23][CH2:24][C:25]([NH:4][C:3]1[CH:5]=[C:6]([N+:9]([O-:11])=[O:10])[CH:7]=[CH:8][C:2]=1[F:1])=[O:26], predict the reactants needed to synthesize it. The reactants are: [F:1][C:2]1[CH:8]=[CH:7][C:6]([N+:9]([O-:11])=[O:10])=[CH:5][C:3]=1[NH2:4].C(N(C(C)C)CC)(C)C.[Cl:21][CH2:22][CH2:23][CH2:24][C:25](Cl)=[O:26]. (2) The reactants are: [OH-].[Na+].C([O:11][CH:12]1[CH2:16][CH:15]([C:17]2[N:21]3[C:22]4[CH:28]=[CH:27][N:26]([CH2:29][O:30][CH2:31][CH2:32][Si:33]([CH3:36])([CH3:35])[CH3:34])[C:23]=4[N:24]=[CH:25][C:20]3=[N:19][N:18]=2)[CH:14]([CH2:37][CH3:38])[CH2:13]1)(=O)C1C=CC=CC=1. Given the product [CH2:37]([CH:14]1[CH:15]([C:17]2[N:21]3[C:22]4[CH:28]=[CH:27][N:26]([CH2:29][O:30][CH2:31][CH2:32][Si:33]([CH3:34])([CH3:36])[CH3:35])[C:23]=4[N:24]=[CH:25][C:20]3=[N:19][N:18]=2)[CH2:16][CH:12]([OH:11])[CH2:13]1)[CH3:38], predict the reactants needed to synthesize it. (3) Given the product [C:8]([C:7]1[C:2]([NH:20][CH2:21][C:22]2[C:23]([N:28]([CH3:33])[S:29]([CH3:32])(=[O:31])=[O:30])=[N:24][CH:25]=[CH:26][CH:27]=2)=[C:3]2[CH:12]=[C:11]([C:13]3[CH:18]=[CH:17][C:16]([F:19])=[CH:15][CH:14]=3)[NH:10][C:4]2=[N:5][CH:6]=1)#[N:9], predict the reactants needed to synthesize it. The reactants are: Cl[C:2]1[C:7]([C:8]#[N:9])=[CH:6][N:5]=[C:4]2[NH:10][C:11]([C:13]3[CH:18]=[CH:17][C:16]([F:19])=[CH:15][CH:14]=3)=[CH:12][C:3]=12.[NH2:20][CH2:21][C:22]1[C:23]([N:28]([CH3:33])[S:29]([CH3:32])(=[O:31])=[O:30])=[N:24][CH:25]=[CH:26][CH:27]=1.C(N(C(C)C)C(C)C)C. (4) Given the product [CH2:16]([O:15][C:8]1[N:7]=[N:6][C:5]([C:3]2[N:29]=[C:22]3[N:21]=[CH:26][CH:25]=[C:24]([NH2:27])[C:23]3=[N:28][CH:2]=2)=[C:10]([C:11]([F:14])([F:13])[F:12])[CH:9]=1)[CH3:17], predict the reactants needed to synthesize it. The reactants are: Br[CH:2](Br)[C:3]([C:5]1[N:6]=[N:7][C:8]([O:15][CH2:16][CH3:17])=[CH:9][C:10]=1[C:11]([F:14])([F:13])[F:12])=O.Cl.Cl.[N:21]1[CH:26]=[CH:25][C:24]([NH2:27])=[C:23]([NH2:28])[C:22]=1[NH2:29].C([O-])([O-])=O.[K+].[K+]. (5) Given the product [OH:1][CH:2]([CH2:6][C:7]([O:9][CH2:25][C:20]#[CH:21])=[O:8])[C:3]([O:5][CH2:15][C:16]#[CH:17])=[O:4], predict the reactants needed to synthesize it. The reactants are: [OH:1][CH:2]([CH2:6][C:7]([OH:9])=[O:8])[C:3]([OH:5])=[O:4].CS(O)(=O)=O.[CH2:15](O)[C:16]#[CH:17].O.[C:20]1(C)[CH:25]=CC=C[CH:21]=1. (6) Given the product [Cl:19][C:16]1[CH:17]=[CH:18][C:13]([C:11]2[CH:10]=[C:9]([CH:20]3[CH2:22][CH2:21]3)[N:8]=[C:7]([N:5]3[CH:6]=[C:2]([C:31]4[CH:32]=[N:33][CH:34]=[CH:35][CH:36]=4)[N:3]=[CH:4]3)[N:12]=2)=[CH:14][CH:15]=1, predict the reactants needed to synthesize it. The reactants are: Br[C:2]1[N:3]=[CH:4][N:5]([C:7]2[N:12]=[C:11]([C:13]3[CH:18]=[CH:17][C:16]([Cl:19])=[CH:15][CH:14]=3)[CH:10]=[C:9]([CH:20]3[CH2:22][CH2:21]3)[N:8]=2)[CH:6]=1.CC1(C)C(C)(C)OB([C:31]2[CH:32]=[N:33][CH:34]=[CH:35][CH:36]=2)O1.